Dataset: Full USPTO retrosynthesis dataset with 1.9M reactions from patents (1976-2016). Task: Predict the reactants needed to synthesize the given product. (1) Given the product [CH3:1][S:2][C:3]1[CH:4]=[C:5]([CH2:6][OH:7])[CH:9]=[CH:10][CH:11]=1, predict the reactants needed to synthesize it. The reactants are: [CH3:1][S:2][C:3]1[CH:4]=[C:5]([CH:9]=[CH:10][CH:11]=1)[C:6](O)=[O:7].[OH-].[Na+]. (2) Given the product [O:16]=[C:12]1[NH:11][C:10]2[C:17]3[CH2:18][CH2:19][CH2:20][CH2:21][C:22]=3[CH:23]=[CH:24][C:9]=2[N:8]([C:5]2[CH:4]=[CH:3][C:2]([NH:1][S:33]([C:29]3[CH:30]=[CH:31][CH:32]=[C:27]([O:26][CH3:25])[CH:28]=3)(=[O:35])=[O:34])=[CH:7][CH:6]=2)[C:14](=[O:15])[CH2:13]1, predict the reactants needed to synthesize it. The reactants are: [NH2:1][C:2]1[CH:7]=[CH:6][C:5]([N:8]2[C:14](=[O:15])[CH2:13][C:12](=[O:16])[NH:11][C:10]3[C:17]4[CH2:18][CH2:19][CH2:20][CH2:21][C:22]=4[CH:23]=[CH:24][C:9]2=3)=[CH:4][CH:3]=1.[CH3:25][O:26][C:27]1[CH:28]=[C:29]([S:33](Cl)(=[O:35])=[O:34])[CH:30]=[CH:31][CH:32]=1. (3) Given the product [CH2:19]([O:26][C:27]1[CH:32]=[CH:31][C:30]([NH:33][C:34]([N:16]2[CH2:17][CH2:18][N:13]([C:8]3[CH:9]=[CH:10][CH:11]=[CH:12][C:7]=3[C:3]([CH3:6])([CH3:4])[CH3:5])[CH2:14][CH2:15]2)=[O:35])=[CH:29][CH:28]=1)[C:20]1[CH:21]=[CH:22][CH:23]=[CH:24][CH:25]=1, predict the reactants needed to synthesize it. The reactants are: Cl.Cl.[C:3]([C:7]1[CH:12]=[CH:11][CH:10]=[CH:9][C:8]=1[N:13]1[CH2:18][CH2:17][NH:16][CH2:15][CH2:14]1)([CH3:6])([CH3:5])[CH3:4].[CH2:19]([O:26][C:27]1[CH:32]=[CH:31][C:30]([N:33]=[C:34]=[O:35])=[CH:29][CH:28]=1)[C:20]1[CH:25]=[CH:24][CH:23]=[CH:22][CH:21]=1.C(N(CC)CC)C.C([O-])(O)=O.[Na+]. (4) Given the product [OH:8][CH2:9][CH:10]([CH:26]([CH3:28])[CH3:27])[CH2:11][CH:12]1[CH2:16][O:15][C:14]([CH3:18])([CH3:17])[N:13]1[C:19]([O:21][C:22]([CH3:25])([CH3:24])[CH3:23])=[O:20], predict the reactants needed to synthesize it. The reactants are: C([O:8][CH2:9][CH:10]([CH:26]([CH3:28])[CH3:27])[CH2:11][CH:12]1[CH2:16][O:15][C:14]([CH3:18])([CH3:17])[N:13]1[C:19]([O:21][C:22]([CH3:25])([CH3:24])[CH3:23])=[O:20])C1C=CC=CC=1. (5) Given the product [CH2:1]([O:8][C:9]1[CH:14]=[C:13]([CH:15]([O:34][CH3:33])[CH:16]([Br:23])[C:17]2[CH:22]=[CH:21][CH:20]=[CH:19][CH:18]=2)[CH:12]=[CH:11][C:10]=1[N:25]1[S:29](=[O:31])(=[O:30])[NH:28][C:27](=[O:32])[CH2:26]1)[C:2]1[CH:3]=[CH:4][CH:5]=[CH:6][CH:7]=1, predict the reactants needed to synthesize it. The reactants are: [CH2:1]([O:8][C:9]1[CH:14]=[C:13]([CH:15](Br)[CH:16]([Br:23])[C:17]2[CH:22]=[CH:21][CH:20]=[CH:19][CH:18]=2)[CH:12]=[CH:11][C:10]=1[N:25]1[S:29](=[O:31])(=[O:30])[NH:28][C:27](=[O:32])[CH2:26]1)[C:2]1[CH:7]=[CH:6][CH:5]=[CH:4][CH:3]=1.[CH3:33][O-:34].[Na+]. (6) Given the product [NH2:3][CH2:12][C:13]1[CH:18]=[C:17]([Br:20])[CH:16]=[CH:15][N:14]=1, predict the reactants needed to synthesize it. The reactants are: O=C1C2C(=CC=CC=2)C(=O)[N:3]1[CH2:12][C:13]1[C:18](C)=[C:17]([Br:20])[C:16](C)=[CH:15][N:14]=1.NN. (7) The reactants are: II.Br[C:4]1[CH:9]=[CH:8][C:7]([Cl:10])=[CH:6][C:5]=1[C:11]([F:14])([F:13])[F:12].[CH:15](=[O:19])[CH:16]([CH3:18])[CH3:17].Cl. Given the product [Cl:10][C:7]1[CH:8]=[CH:9][C:4]([CH:15]([OH:19])[CH:16]([CH3:18])[CH3:17])=[C:5]([C:11]([F:14])([F:13])[F:12])[CH:6]=1, predict the reactants needed to synthesize it. (8) The reactants are: C([O:3][C:4]([C:6]1[C:10]([N+:11]([O-:13])=[O:12])=[CH:9][N:8]([C:14]2[CH:19]=[CH:18][CH:17]=[CH:16][CH:15]=2)[N:7]=1)=[O:5])C.[OH-].[Na+].Cl.O. Given the product [N+:11]([C:10]1[C:6]([C:4]([OH:5])=[O:3])=[N:7][N:8]([C:14]2[CH:19]=[CH:18][CH:17]=[CH:16][CH:15]=2)[CH:9]=1)([O-:13])=[O:12], predict the reactants needed to synthesize it. (9) The reactants are: [CH2:1]([O:4][CH2:5][C@H:6]([CH2:22][CH:23]=[CH2:24])[CH2:7][C@H:8]1[CH2:12][O:11][C:10]([CH3:14])([CH3:13])[N:9]1[C:15]([O:17][C:18]([CH3:21])([CH3:20])[CH3:19])=[O:16])C=C. Given the product [CH3:14][C:10]1([CH3:13])[N:9]([C:15]([O:17][C:18]([CH3:21])([CH3:19])[CH3:20])=[O:16])[C@@H:8]([CH2:7][C@H:6]2[CH2:22][CH:23]=[CH:24][CH2:1][O:4][CH2:5]2)[CH2:12][O:11]1, predict the reactants needed to synthesize it.